This data is from Catalyst prediction with 721,799 reactions and 888 catalyst types from USPTO. The task is: Predict which catalyst facilitates the given reaction. (1) Reactant: Cl[C:2]1[CH:7]=[C:6]([Cl:8])[N:5]=[C:4]([NH2:9])[N:3]=1.[C:10]1([CH2:16][CH2:17][NH2:18])[CH:15]=[CH:14][CH:13]=[CH:12][CH:11]=1.C(N(CC)CC)C. Product: [Cl:8][C:6]1[N:5]=[C:4]([NH2:9])[N:3]=[C:2]([NH:18][CH2:17][CH2:16][C:10]2[CH:15]=[CH:14][CH:13]=[CH:12][CH:11]=2)[CH:7]=1. The catalyst class is: 5. (2) Reactant: [NH2:1][CH2:2][CH2:3][N:4]1[CH2:9][CH2:8][O:7][CH2:6][CH2:5]1.[F:10][C:11]([F:51])([F:50])[C:12]1[CH:13]=[C:14]([CH:43]=[C:44]([C:46]([F:49])([F:48])[F:47])[CH:45]=1)[CH2:15][N:16]1[C:20]([C:21]2[CH:26]=[CH:25][CH:24]=[CH:23][CH:22]=2)=[C:19]([C:27]([C:29]2[C:30]([C:36]3[CH:41]=[CH:40][CH:39]=[CH:38][C:37]=3[Cl:42])=[N:31][O:32][C:33]=2[CH:34]=O)=[O:28])[N:18]=[N:17]1.[BH-](OC(C)=O)(OC(C)=O)OC(C)=O.[Na+]. Product: [F:50][C:11]([F:10])([F:51])[C:12]1[CH:13]=[C:14]([CH:43]=[C:44]([C:46]([F:47])([F:48])[F:49])[CH:45]=1)[CH2:15][N:16]1[C:20]([C:21]2[CH:26]=[CH:25][CH:24]=[CH:23][CH:22]=2)=[C:19]([C:27]([C:29]2[C:30]([C:36]3[CH:41]=[CH:40][CH:39]=[CH:38][C:37]=3[Cl:42])=[N:31][O:32][C:33]=2[CH2:34][NH:1][CH2:2][CH2:3][N:4]2[CH2:9][CH2:8][O:7][CH2:6][CH2:5]2)=[O:28])[N:18]=[N:17]1. The catalyst class is: 26. (3) Reactant: B(Br)(Br)Br.C[O:6][C:7]1[C:17]2[CH2:16][CH2:15][N:14]([C:18](=[O:23])[C:19]([F:22])([F:21])[F:20])[CH2:13][CH2:12][C:11]=2[CH:10]=[CH:9][CH:8]=1. Product: [OH:6][C:7]1[C:17]2[CH2:16][CH2:15][N:14]([C:18](=[O:23])[C:19]([F:22])([F:20])[F:21])[CH2:13][CH2:12][C:11]=2[CH:10]=[CH:9][CH:8]=1. The catalyst class is: 2. (4) Reactant: [CH3:1][C:2]1[C:6]([CH2:7][O:8][C:9]2[CH:14]=[CH:13][C:12]([S:15]([NH:18][C:19]3[C:24]([CH3:25])=[CH:23][C:22]([CH3:26])=[CH:21][N:20]=3)(=[O:17])=[O:16])=[CH:11][CH:10]=2)=[C:5]([CH3:27])[O:4][N:3]=1.[CH3:28][C:29](N=C(N(C)C)N(C)C)([CH3:31])[CH3:30].BrCC(C)C. Product: [CH3:1][C:2]1[C:6]([CH2:7][O:8][C:9]2[CH:14]=[CH:13][C:12]([S:15]([N:18]([C:19]3[C:24]([CH3:25])=[CH:23][C:22]([CH3:26])=[CH:21][N:20]=3)[CH2:28][CH:29]([CH3:31])[CH3:30])(=[O:17])=[O:16])=[CH:11][CH:10]=2)=[C:5]([CH3:27])[O:4][N:3]=1. The catalyst class is: 10. (5) Reactant: C(OC([NH:11][C@H:12]([C:19]([NH:21][C:22]1[CH:23]=[C:24]([CH2:29][CH2:30][C:31]([O:33][C:34]([CH3:37])([CH3:36])[CH3:35])=[O:32])[CH:25]=[CH:26][C:27]=1[F:28])=[O:20])[CH:13]([C:15]([F:18])([F:17])[F:16])[CH3:14])=O)C1C=CC=CC=1. Product: [F:28][C:27]1[CH:26]=[CH:25][C:24]([CH2:29][CH2:30][C:31]([O:33][C:34]([CH3:36])([CH3:37])[CH3:35])=[O:32])=[CH:23][C:22]=1[NH:21][C:19](=[O:20])[C@H:12]([CH:13]([C:15]([F:18])([F:17])[F:16])[CH3:14])[NH2:11]. The catalyst class is: 791.